This data is from Peptide-MHC class II binding affinity with 134,281 pairs from IEDB. The task is: Regression. Given a peptide amino acid sequence and an MHC pseudo amino acid sequence, predict their binding affinity value. This is MHC class II binding data. (1) The peptide sequence is TKGEGGVWTFDSEEP. The MHC is HLA-DQA10501-DQB10301 with pseudo-sequence HLA-DQA10501-DQB10301. The binding affinity (normalized) is 0.224. (2) The peptide sequence is IPVIVADDLTAAINK. The MHC is DRB4_0103 with pseudo-sequence DRB4_0103. The binding affinity (normalized) is 0. (3) The MHC is DRB1_0101 with pseudo-sequence DRB1_0101. The binding affinity (normalized) is 0.150. The peptide sequence is EHCSLNENITVPDTK.